This data is from Reaction yield outcomes from USPTO patents with 853,638 reactions. The task is: Predict the reaction yield, written as a fraction of the theoretical maximum amount of product (1.0 means a 100% yield; for example, 0.34 means a 34% yield). The reactants are C[O:2][C:3](=O)[CH2:4][C:5]1[CH:10]=[CH:9][C:8]([O:11][CH2:12][C:13]2[CH:18]=[CH:17][CH:16]=[CH:15][CH:14]=2)=[CH:7][CH:6]=1.[H-].[Al+3].[Li+].[H-].[H-].[H-]. The catalyst is CCOCC. The product is [CH2:12]([O:11][C:8]1[CH:7]=[CH:6][C:5]([CH2:4][CH2:3][OH:2])=[CH:10][CH:9]=1)[C:13]1[CH:14]=[CH:15][CH:16]=[CH:17][CH:18]=1. The yield is 1.00.